This data is from Reaction yield outcomes from USPTO patents with 853,638 reactions. The task is: Predict the reaction yield, written as a fraction of the theoretical maximum amount of product (1.0 means a 100% yield; for example, 0.34 means a 34% yield). (1) The reactants are [OH:1][CH:2]1[CH2:5][CH:4]([C:6]([O:8][CH3:9])=[O:7])[CH2:3]1.[CH3:10][S:11](Cl)(=[O:13])=[O:12]. The catalyst is C1COCC1. The product is [CH3:10][S:11]([O:1][CH:2]1[CH2:5][CH:4]([C:6]([O:8][CH3:9])=[O:7])[CH2:3]1)(=[O:13])=[O:12]. The yield is 0.530. (2) The reactants are [NH:1]1[C:9]2[C:4](=[CH:5][CH:6]=[C:7]([NH:10][C:11](=[O:18])[C:12]3[CH:17]=[CH:16][CH:15]=[CH:14][CH:13]=3)[CH:8]=2)[CH:3]=[CH:2]1.[CH3:19][N:20]1[C:24](=[O:25])[CH:23]=[CH:22][C:21]1=[O:26]. The catalyst is C(O)(=O)C. The product is [CH3:19][N:20]1[C:24](=[O:25])[CH2:23][CH:22]([C:3]2[C:4]3[C:9](=[CH:8][C:7]([NH:10][C:11](=[O:18])[C:12]4[CH:17]=[CH:16][CH:15]=[CH:14][CH:13]=4)=[CH:6][CH:5]=3)[NH:1][CH:2]=2)[C:21]1=[O:26]. The yield is 0.450.